The task is: Predict the reactants needed to synthesize the given product.. This data is from Full USPTO retrosynthesis dataset with 1.9M reactions from patents (1976-2016). Given the product [CH2:1]([O:4][C:5]1[CH:10]=[CH:9][C:8]([CH2:11][S:12][CH2:19][CH2:18][N:13]2[CH:17]=[CH:16][N:15]=[N:14]2)=[CH:7][CH:6]=1)[CH:2]=[CH2:3], predict the reactants needed to synthesize it. The reactants are: [CH2:1]([O:4][C:5]1[CH:10]=[CH:9][C:8]([CH2:11][SH:12])=[CH:7][CH:6]=1)[CH:2]=[CH2:3].[N:13]1([CH2:18][CH2:19]OS(C2C=CC(C)=CC=2)(=O)=O)[CH:17]=[CH:16][N:15]=[N:14]1.[H-].[Na+].